Predict which catalyst facilitates the given reaction. From a dataset of Catalyst prediction with 721,799 reactions and 888 catalyst types from USPTO. Reactant: [ClH:1].[CH3:2][C:3]1[CH:8]=[C:7]([S:9](=[O:13])(=[O:12])[NH:10][CH3:11])[CH:6]=[CH:5][C:4]=1[C:14]1[CH:19]=[CH:18][C:17]([CH2:20][C@H:21]([NH:35][C:36]([C@H:38]2[CH2:43][CH2:42][C@H:41]([CH2:44][NH:45]C(=O)OC(C)(C)C)[CH2:40][CH2:39]2)=[O:37])[C:22](=[O:34])[NH:23][C:24]2[CH:32]=[C:31]3[C:27]([C:28](=[O:33])[NH:29][NH:30]3)=[CH:26][CH:25]=2)=[CH:16][CH:15]=1. Product: [ClH:1].[NH2:45][CH2:44][C@H:41]1[CH2:42][CH2:43][C@H:38]([C:36]([NH:35][C@@H:21]([CH2:20][C:17]2[CH:16]=[CH:15][C:14]([C:4]3[CH:5]=[CH:6][C:7]([S:9](=[O:12])(=[O:13])[NH:10][CH3:11])=[CH:8][C:3]=3[CH3:2])=[CH:19][CH:18]=2)[C:22](=[O:34])[NH:23][C:24]2[CH:32]=[C:31]3[C:27]([C:28](=[O:33])[NH:29][NH:30]3)=[CH:26][CH:25]=2)=[O:37])[CH2:39][CH2:40]1. The catalyst class is: 346.